This data is from NCI-60 drug combinations with 297,098 pairs across 59 cell lines. The task is: Regression. Given two drug SMILES strings and cell line genomic features, predict the synergy score measuring deviation from expected non-interaction effect. (1) Synergy scores: CSS=2.04, Synergy_ZIP=-2.39, Synergy_Bliss=-3.19, Synergy_Loewe=-3.68, Synergy_HSA=-3.35. Drug 1: CN(C(=O)NC(C=O)C(C(C(CO)O)O)O)N=O. Drug 2: C(CN)CNCCSP(=O)(O)O. Cell line: OVCAR-4. (2) Drug 1: CC12CCC3C(C1CCC2O)C(CC4=C3C=CC(=C4)O)CCCCCCCCCS(=O)CCCC(C(F)(F)F)(F)F. Drug 2: COC1=NC(=NC2=C1N=CN2C3C(C(C(O3)CO)O)O)N. Cell line: OVCAR-5. Synergy scores: CSS=-0.529, Synergy_ZIP=0.284, Synergy_Bliss=0.608, Synergy_Loewe=-3.83, Synergy_HSA=-1.35.